Dataset: Retrosynthesis with 50K atom-mapped reactions and 10 reaction types from USPTO. Task: Predict the reactants needed to synthesize the given product. (1) Given the product CN1C(=O)C2C(C1=O)C1CCCCN1C2/C=C/c1ccc(-c2cccc(C(F)(F)F)c2)cn1, predict the reactants needed to synthesize it. The reactants are: CN1C(=O)C2C(C1=O)C1CCCCN1C2/C=C/c1ccc(Br)cn1.OB(O)c1cccc(C(F)(F)F)c1. (2) Given the product CCCC(CC(=O)OC)c1ccc(OCc2ccc(OC/C(=N\OC)c3ccccc3)cc2)cc1, predict the reactants needed to synthesize it. The reactants are: CCCC(CC(=O)OC)c1ccc(O)cc1.CO/N=C(\COc1ccc(CO)cc1)c1ccccc1.